This data is from Full USPTO retrosynthesis dataset with 1.9M reactions from patents (1976-2016). The task is: Predict the reactants needed to synthesize the given product. (1) Given the product [C:2]([C:3]([C:4]([O:6][CH2:7][CH3:8])=[O:5])([CH2:12][CH2:11][C:10]([O:14][C:15]([CH3:18])([CH3:17])[CH3:16])=[O:13])[CH2:12][CH2:11][C:10]([O:14][C:15]([CH3:18])([CH3:17])[CH3:16])=[O:13])(=[O:1])[CH3:9], predict the reactants needed to synthesize it. The reactants are: [O:1]=[C:2]([CH3:9])[CH2:3][C:4]([O:6][CH2:7][CH3:8])=[O:5].[C:10]([O:14][C:15]([CH3:18])([CH3:17])[CH3:16])(=[O:13])[CH:11]=[CH2:12]. (2) Given the product [CH2:1]([O:3][C:4](=[O:15])[C:5]1[CH:10]=[C:9]([CH2:11][N:42]2[CH2:47][CH2:46][O:45][CH2:44][CH2:43]2)[CH:8]=[CH:7][C:6]=1[N+:12]([O-:14])=[O:13])[CH3:2], predict the reactants needed to synthesize it. The reactants are: [CH2:1]([O:3][C:4](=[O:15])[C:5]1[CH:10]=[C:9]([CH3:11])[CH:8]=[CH:7][C:6]=1[N+:12]([O-:14])=[O:13])[CH3:2].BrN1C(=O)CCC1=O.C(OOC(=O)C1C=CC=CC=1)(=O)C1C=CC=CC=1.[NH:42]1[CH2:47][CH2:46][O:45][CH2:44][CH2:43]1.C(N(CC)CC)C. (3) Given the product [Cl:2][C:3]1[CH:19]=[CH:18][C:6]2[NH:7][C:8]([C:10]3([C:16]#[N:17])[CH2:15][CH2:14][N:13]([C:25]4[C:24]5[CH:20]=[CH:21][NH:22][C:23]=5[N:28]=[CH:27][N:26]=4)[CH2:12][CH2:11]3)=[N:9][C:5]=2[CH:4]=1, predict the reactants needed to synthesize it. The reactants are: Cl.[Cl:2][C:3]1[CH:19]=[CH:18][C:6]2[NH:7][C:8]([C:10]3([C:16]#[N:17])[CH2:15][CH2:14][NH:13][CH2:12][CH2:11]3)=[N:9][C:5]=2[CH:4]=1.[CH:20]1[C:24]2[C:25](Cl)=[N:26][CH:27]=[N:28][C:23]=2[NH:22][CH:21]=1.C(N(CC)CC)C. (4) Given the product [CH3:1][NH:2][C:3]1[C:4]([C:15]([NH2:19])=[O:17])=[N:5][C:6]([C:9]2[CH:10]=[CH:11][CH:12]=[CH:13][CH:14]=2)=[CH:7][N:8]=1, predict the reactants needed to synthesize it. The reactants are: [CH3:1][NH:2][C:3]1[C:4]([C:15]([O:17]C)=O)=[N:5][C:6]([C:9]2[CH:14]=[CH:13][CH:12]=[CH:11][CH:10]=2)=[CH:7][N:8]=1.[NH3:19]. (5) The reactants are: [CH3:1][O:2][CH2:3][CH:4]([NH:6][C:7]([C:9]1[CH:10]=[C:11]([C:16]2[CH:21]=[CH:20][C:19]([CH3:22])=[CH:18][CH:17]=2)[CH:12]=[C:13]([NH2:15])[CH:14]=1)=[O:8])[CH3:5].[N:23]([O-])=O.[Na+].Cl[Sn]Cl. Given the product [CH3:1][O:2][CH2:3][CH:4]([NH:6][C:7]([C:9]1[CH:10]=[C:11]([C:16]2[CH:17]=[CH:18][C:19]([CH3:22])=[CH:20][CH:21]=2)[CH:12]=[C:13]([NH:15][NH2:23])[CH:14]=1)=[O:8])[CH3:5], predict the reactants needed to synthesize it. (6) Given the product [F:1][C:2]([F:7])([F:6])[C:3]([OH:5])=[O:4].[CH2:8]([S:10]([N:13]1[CH2:14][CH2:15][CH:16]([C:19]2[C:27]3[C:22](=[C:23]([C:40]([NH2:42])=[O:41])[CH:24]=[C:25]([C:28]4[CH:32]=[C:31]([CH2:33][N:34]([CH2:36][CH2:39][O:4][CH2:44][CH2:45][OH:46])[CH3:35])[S:30][CH:29]=4)[CH:26]=3)[NH:21][CH:20]=2)[CH2:17][CH2:18]1)(=[O:11])=[O:12])[CH3:9], predict the reactants needed to synthesize it. The reactants are: [F:1][C:2]([F:7])([F:6])[C:3]([OH:5])=[O:4].[CH2:8]([S:10]([N:13]1[CH2:18][CH2:17][CH:16]([C:19]2[C:27]3[C:22](=[C:23]([C:40]([NH2:42])=[O:41])[CH:24]=[C:25]([C:28]4[CH:32]=[C:31]([CH2:33][N:34]([C@@H:36]([CH3:39])CO)[CH3:35])[S:30][CH:29]=4)[CH:26]=3)[NH:21][CH:20]=2)[CH2:15][CH2:14]1)(=[O:12])=[O:11])[CH3:9].N[C@H:44](C)[CH2:45][OH:46]. (7) Given the product [NH2:18][C:19]1[C:24]([C:25]#[N:26])=[C:23]([C:27]2[CH:28]=[CH:29][C:30]([O:33][CH2:34][CH2:35][OH:36])=[CH:31][CH:32]=2)[C:22]([C:37]#[N:38])=[C:21]([S:39][CH2:5][C:3]2[N:17]=[C:15]([NH:14][C:11]3[CH:10]=[CH:9][C:8]([F:7])=[CH:13][CH:12]=3)[S:16][CH:2]=2)[N:20]=1, predict the reactants needed to synthesize it. The reactants are: Cl[CH2:2][C:3]([CH2:5]Cl)=O.[F:7][C:8]1[CH:13]=[CH:12][C:11]([NH:14][C:15]([NH2:17])=[S:16])=[CH:10][CH:9]=1.[NH2:18][C:19]1[C:24]([C:25]#[N:26])=[C:23]([C:27]2[CH:32]=[CH:31][C:30]([O:33][CH2:34][CH2:35][OH:36])=[CH:29][CH:28]=2)[C:22]([C:37]#[N:38])=[C:21]([SH:39])[N:20]=1.C(=O)(O)[O-].[Na+].